Dataset: Full USPTO retrosynthesis dataset with 1.9M reactions from patents (1976-2016). Task: Predict the reactants needed to synthesize the given product. (1) Given the product [C:1]([O:5][C:6]([N:8]1[CH2:13][CH2:12][CH:11]([N:14]([CH2:15][C:16]2[C:21]([CH3:22])=[CH:20][C:19]([CH3:23])=[CH:18][N:17]=2)[CH2:34][C:24]2[C:33]3[C:28](=[CH:29][CH:30]=[CH:31][CH:32]=3)[CH:27]=[CH:26][N:25]=2)[CH2:10][CH2:9]1)=[O:7])([CH3:4])([CH3:3])[CH3:2], predict the reactants needed to synthesize it. The reactants are: [C:1]([O:5][C:6]([N:8]1[CH2:13][CH2:12][CH:11]([NH:14][CH2:15][C:16]2[C:21]([CH3:22])=[CH:20][C:19]([CH3:23])=[CH:18][N:17]=2)[CH2:10][CH2:9]1)=[O:7])([CH3:4])([CH3:3])[CH3:2].[C:24]1([CH:34]=O)[C:33]2[C:28](=[CH:29][CH:30]=[CH:31][CH:32]=2)[CH:27]=[CH:26][N:25]=1.[BH-](OC(C)=O)(OC(C)=O)OC(C)=O.[Na+]. (2) Given the product [I:3][C:4]1[CH:5]=[C:6](/[CH:7]=[CH:16]/[C:15]([O:18][CH2:19][CH3:20])=[O:17])[CH:9]=[CH:10][CH:11]=1, predict the reactants needed to synthesize it. The reactants are: [H-].[Na+].[I:3][C:4]1[CH:5]=[C:6]([CH:9]=[CH:10][CH:11]=1)[CH:7]=O.[NH4+].[Cl-].Cl.[C:15]([O:18][CH2:19][CH3:20])(=[O:17])[CH3:16]. (3) Given the product [O:19]1[CH2:20][CH:17]([CH2:16][N:13]2[CH2:14][CH2:15][N:10]([C:7]3[CH:8]=[CH:9][C:4]([NH2:1])=[CH:5][CH:6]=3)[CH2:11][CH2:12]2)[CH2:18]1, predict the reactants needed to synthesize it. The reactants are: [N+:1]([C:4]1[CH:9]=[CH:8][C:7]([N:10]2[CH2:15][CH2:14][N:13]([CH2:16][CH:17]3[CH2:20][O:19][CH2:18]3)[CH2:12][CH2:11]2)=[CH:6][CH:5]=1)([O-])=O.[Cl-].[NH4+]. (4) Given the product [C:14]([C:11]1[CH:10]=[CH:9][C:8]([NH:7][C:4]2[C:3]([C:18]([NH2:20])=[O:19])=[C:2]([NH:1][CH2:25][C:24]3[CH:27]=[C:28]([CH3:31])[C:29]([OH:30])=[C:22]([CH3:21])[CH:23]=3)[NH:6][N:5]=2)=[CH:13][CH:12]=1)([CH3:17])([CH3:15])[CH3:16], predict the reactants needed to synthesize it. The reactants are: [NH2:1][C:2]1[NH:6][N:5]=[C:4]([NH:7][C:8]2[CH:13]=[CH:12][C:11]([C:14]([CH3:17])([CH3:16])[CH3:15])=[CH:10][CH:9]=2)[C:3]=1[C:18]([NH2:20])=[O:19].[CH3:21][C:22]1[CH:23]=[C:24]([CH:27]=[C:28]([CH3:31])[C:29]=1[OH:30])[CH:25]=O.[BH4-].[Na+].O.